This data is from NCI-60 drug combinations with 297,098 pairs across 59 cell lines. The task is: Regression. Given two drug SMILES strings and cell line genomic features, predict the synergy score measuring deviation from expected non-interaction effect. (1) Drug 1: C1=NC2=C(N=C(N=C2N1C3C(C(C(O3)CO)O)F)Cl)N. Drug 2: N.N.Cl[Pt+2]Cl. Cell line: LOX IMVI. Synergy scores: CSS=48.0, Synergy_ZIP=5.72, Synergy_Bliss=5.84, Synergy_Loewe=8.04, Synergy_HSA=8.69. (2) Drug 1: CCC1=C2CN3C(=CC4=C(C3=O)COC(=O)C4(CC)O)C2=NC5=C1C=C(C=C5)O. Drug 2: C(CCl)NC(=O)N(CCCl)N=O. Cell line: HL-60(TB). Synergy scores: CSS=49.7, Synergy_ZIP=5.92, Synergy_Bliss=7.51, Synergy_Loewe=-47.4, Synergy_HSA=8.18.